From a dataset of Reaction yield outcomes from USPTO patents with 853,638 reactions. Predict the reaction yield, written as a fraction of the theoretical maximum amount of product (1.0 means a 100% yield; for example, 0.34 means a 34% yield). (1) The reactants are [C:1]([O:5][C:6]([N:8]1[CH2:13][CH2:12][O:11][CH2:10][CH:9]1[C:14]([OH:16])=O)=[O:7])([CH3:4])([CH3:3])[CH3:2].C1N=CN(C(N2C=NC=C2)=O)C=1.Cl.Cl.[CH3:31][N:32]1[C:36]2[CH:37]=[CH:38][CH:39]=[CH:40][C:35]=2[N:34]=[C:33]1[C:41]1[CH:46]=[CH:45][CH:44]=[C:43]([N:47]2[CH2:52][CH2:51][NH:50][CH2:49][CH2:48]2)[CH:42]=1.CCN(C(C)C)C(C)C. The catalyst is C(#N)C. The product is [C:1]([O:5][C:6]([N:8]1[CH2:13][CH2:12][O:11][CH2:10][CH:9]1[C:14]([N:50]1[CH2:51][CH2:52][N:47]([C:43]2[CH:44]=[CH:45][CH:46]=[C:41]([C:33]3[N:32]([CH3:31])[C:36]4[CH:37]=[CH:38][CH:39]=[CH:40][C:35]=4[N:34]=3)[CH:42]=2)[CH2:48][CH2:49]1)=[O:16])=[O:7])([CH3:2])([CH3:3])[CH3:4]. The yield is 0.400. (2) The catalyst is C1COCC1. The reactants are [CH3:1][O:2][C:3]([C:5]1([C:8]2[CH:13]=[CH:12][C:11]([OH:14])=[C:10]([NH2:15])[CH:9]=2)[CH2:7][CH2:6]1)=[O:4].Cl[C:17](Cl)([O:19]C(=O)OC(Cl)(Cl)Cl)Cl.O. The product is [CH3:1][O:2][C:3]([C:5]1([C:8]2[CH:13]=[CH:12][C:11]3[O:14][C:17](=[O:19])[NH:15][C:10]=3[CH:9]=2)[CH2:7][CH2:6]1)=[O:4]. The yield is 0.910.